Task: Predict which catalyst facilitates the given reaction.. Dataset: Catalyst prediction with 721,799 reactions and 888 catalyst types from USPTO Reactant: Cl.[OH:2][C@H:3]1[C@@H:8](N2CCOC2=O)[CH2:7][CH2:6][NH:5][CH2:4]1.Br[C:16]1[CH:17]=[C:18]([C:29]([F:32])([F:31])[F:30])[C:19]2[N:20]([C:22]([Cl:28])=[C:23]([C:25]([OH:27])=O)[N:24]=2)[CH:21]=1.CN(C([O:40]N1N=NC2C=CC=NC1=2)=[N+](C)C)C.F[P-](F)(F)(F)(F)F.CC[N:59]([CH:63]([CH3:65])C)[CH:60](C)C.[CH3:66][CH2:67][O:68][C:69]([CH3:71])=O. Product: [Cl:28][C:22]1[N:20]2[CH:21]=[C:16]([C:66]3[CH:71]=[CH:69][O:68][CH:67]=3)[CH:17]=[C:18]([C:29]([F:32])([F:31])[F:30])[C:19]2=[N:24][C:23]=1[C:25]([N:5]1[CH2:6][CH2:7][CH:8]([CH:60]2[NH:59][CH2:63][CH2:65][O:40]2)[CH:3]([OH:2])[CH2:4]1)=[O:27]. The catalyst class is: 3.